Regression. Given two drug SMILES strings and cell line genomic features, predict the synergy score measuring deviation from expected non-interaction effect. From a dataset of Merck oncology drug combination screen with 23,052 pairs across 39 cell lines. (1) Drug 1: NC(=O)c1cccc2cn(-c3ccc(C4CCCNC4)cc3)nc12. Drug 2: CCc1cnn2c(NCc3ccc[n+]([O-])c3)cc(N3CCCCC3CCO)nc12. Cell line: OV90. Synergy scores: synergy=-19.7. (2) Drug 1: N.N.O=C(O)C1(C(=O)O)CCC1.[Pt]. Drug 2: Cc1nc(Nc2ncc(C(=O)Nc3c(C)cccc3Cl)s2)cc(N2CCN(CCO)CC2)n1. Cell line: CAOV3. Synergy scores: synergy=27.9. (3) Drug 1: O=C(O)C1(Cc2cccc(Nc3nccs3)n2)CCC(Oc2cccc(Cl)c2F)CC1. Drug 2: C#Cc1cccc(Nc2ncnc3cc(OCCOC)c(OCCOC)cc23)c1. Cell line: HT29. Synergy scores: synergy=6.15. (4) Drug 1: COc1cccc2c1C(=O)c1c(O)c3c(c(O)c1C2=O)CC(O)(C(=O)CO)CC3OC1CC(N)C(O)C(C)O1. Drug 2: O=C(O)C1(Cc2cccc(Nc3nccs3)n2)CCC(Oc2cccc(Cl)c2F)CC1. Cell line: ZR751. Synergy scores: synergy=-10.9. (5) Drug 1: CN1C(=O)C=CC2(C)C3CCC4(C)C(NC(=O)OCC(F)(F)F)CCC4C3CCC12. Drug 2: CC1CC2C3CCC4=CC(=O)C=CC4(C)C3(F)C(O)CC2(C)C1(O)C(=O)CO. Cell line: T47D. Synergy scores: synergy=-49.5. (6) Drug 1: COC12C(COC(N)=O)C3=C(C(=O)C(C)=C(N)C3=O)N1CC1NC12. Drug 2: Cn1c(=O)n(-c2ccc(C(C)(C)C#N)cc2)c2c3cc(-c4cnc5ccccc5c4)ccc3ncc21. Cell line: UWB1289. Synergy scores: synergy=10.3.